From a dataset of Reaction yield outcomes from USPTO patents with 853,638 reactions. Predict the reaction yield, written as a fraction of the theoretical maximum amount of product (1.0 means a 100% yield; for example, 0.34 means a 34% yield). (1) The reactants are [CH3:1][N:2]([CH2:10][CH:11]1[CH2:16][CH2:15][O:14][CH2:13][CH2:12]1)C(=O)OC(C)(C)C.[ClH:17].C(OCC)(=O)C. The catalyst is C(OCC)(=O)C. The product is [ClH:17].[CH3:1][NH:2][CH2:10][CH:11]1[CH2:16][CH2:15][O:14][CH2:13][CH2:12]1. The yield is 0.820. (2) The reactants are [O:1]=[C:2]1[CH:7]=[CH:6][N:5]([C:8]2[CH:13]=[CH:12][CH:11]=[C:10]([C:14]([F:17])([F:16])[F:15])[CH:9]=2)[N:4]=[C:3]1[C:18]([O:20]C)=O.O.[NH2:23][NH2:24]. The catalyst is C(O)C. The product is [O:1]=[C:2]1[CH:7]=[CH:6][N:5]([C:8]2[CH:13]=[CH:12][CH:11]=[C:10]([C:14]([F:17])([F:16])[F:15])[CH:9]=2)[N:4]=[C:3]1[C:18]([NH:23][NH2:24])=[O:20]. The yield is 0.600. (3) The reactants are [CH:1]1([N:4]([S:24]([C:27]2[CH:32]=[CH:31][CH:30]=[CH:29][N:28]=2)(=[O:26])=[O:25])[C:5]2[CH:6]=[C:7]([O:19][CH2:20][CH2:21][O:22][CH3:23])[CH:8]=[C:9]3[C:13]=2[NH:12][CH:11]([C:14]([O:16][CH2:17][CH3:18])=[O:15])[CH2:10]3)[CH2:3][CH2:2]1. The catalyst is [O-2].[Mn+4].[O-2].C1(C)C=CC=CC=1. The product is [CH:1]1([N:4]([S:24]([C:27]2[CH:32]=[CH:31][CH:30]=[CH:29][N:28]=2)(=[O:26])=[O:25])[C:5]2[CH:6]=[C:7]([O:19][CH2:20][CH2:21][O:22][CH3:23])[CH:8]=[C:9]3[C:13]=2[NH:12][C:11]([C:14]([O:16][CH2:17][CH3:18])=[O:15])=[CH:10]3)[CH2:3][CH2:2]1. The yield is 0.940. (4) The reactants are [CH3:1][O:2][C:3]([NH:5][C@H:6]([C:10]([N:12]1[C@@H:16]([CH3:17])[CH2:15][CH2:14][C@H:13]1[C:18]1[NH:22][C:21]2[C:23]3[C:28]([CH2:29][CH2:30][C:20]=2[N:19]=1)=[CH:27][C:26]1[C:31]2[C:36]([CH2:37][O:38][C:25]=1[CH:24]=3)=[CH:35][C:34]([C:39]1[NH:43][C:42]([C@@H:44]3[CH2:48][C@H:47]([CH2:49][O:50][CH3:51])[CH2:46][N:45]3[C:52]([O:54][C:55]([CH3:58])([CH3:57])[CH3:56])=[O:53])=[N:41][CH:40]=1)=[CH:33][CH:32]=2)=[O:11])[CH:7]([CH3:9])[CH3:8])=[O:4].CO. The catalyst is C(Cl)Cl.O=[Mn]=O. The product is [CH3:1][O:2][C:3]([NH:5][C@H:6]([C:10]([N:12]1[C@@H:16]([CH3:17])[CH2:15][CH2:14][C@H:13]1[C:18]1[NH:22][C:21]2[C:23]3[C:28]([CH:29]=[CH:30][C:20]=2[N:19]=1)=[CH:27][C:26]1[C:31]2[C:36]([CH2:37][O:38][C:25]=1[CH:24]=3)=[CH:35][C:34]([C:39]1[NH:43][C:42]([C@@H:44]3[CH2:48][C@H:47]([CH2:49][O:50][CH3:51])[CH2:46][N:45]3[C:52]([O:54][C:55]([CH3:58])([CH3:57])[CH3:56])=[O:53])=[N:41][CH:40]=1)=[CH:33][CH:32]=2)=[O:11])[CH:7]([CH3:9])[CH3:8])=[O:4]. The yield is 0.580. (5) The reactants are [N+:1]([C:4]1[C:5](O)=[N:6][CH:7]=[N:8][CH:9]=1)([O-:3])=[O:2].P(Cl)(Cl)([Cl:13])=O. The catalyst is C(#N)C.C(OCC)(=O)C. The product is [Cl:13][C:5]1[C:4]([N+:1]([O-:3])=[O:2])=[CH:9][N:8]=[CH:7][N:6]=1. The yield is 0.330. (6) The reactants are [Si:1]([O:8][C@@H:9]([C:25]1[CH:30]=[CH:29][CH:28]=[CH:27][C:26]=1[C:31]1[CH:36]=[CH:35][C:34]([Cl:37])=[CH:33][CH:32]=1)[CH:10]1[CH2:15][CH2:14][N:13]([C:16]2[CH:24]=[CH:23][C:19]([C:20](O)=[O:21])=[CH:18][CH:17]=2)[CH2:12][CH2:11]1)([C:4]([CH3:7])([CH3:6])[CH3:5])([CH3:3])[CH3:2].[Si:38]([O:55][CH2:56][CH2:57][N:58]1[CH2:63][CH2:62][N:61]([CH2:64][CH2:65][C@@H:66]([NH:75][C:76]2[CH:81]=[CH:80][C:79]([S:82]([NH2:85])(=[O:84])=[O:83])=[CH:78][C:77]=2[S:86]([C:89]([F:92])([F:91])[F:90])(=[O:88])=[O:87])[CH2:67][S:68][C:69]2[CH:74]=[CH:73][CH:72]=[CH:71][CH:70]=2)[CH2:60][CH2:59]1)([C:51]([CH3:54])([CH3:53])[CH3:52])([C:45]1[CH:50]=[CH:49][CH:48]=[CH:47][CH:46]=1)[C:39]1[CH:44]=[CH:43][CH:42]=[CH:41][CH:40]=1.C(Cl)CCl. The catalyst is CN(C1C=CN=CC=1)C. The product is [Si:1]([O:8][C@@H:9]([C:25]1[CH:30]=[CH:29][CH:28]=[CH:27][C:26]=1[C:31]1[CH:36]=[CH:35][C:34]([Cl:37])=[CH:33][CH:32]=1)[CH:10]1[CH2:15][CH2:14][N:13]([C:16]2[CH:24]=[CH:23][C:19]([C:20]([NH:85][S:82]([C:79]3[CH:80]=[CH:81][C:76]([NH:75][C@H:66]([CH2:65][CH2:64][N:61]4[CH2:62][CH2:63][N:58]([CH2:57][CH2:56][O:55][Si:38]([C:51]([CH3:52])([CH3:53])[CH3:54])([C:45]5[CH:46]=[CH:47][CH:48]=[CH:49][CH:50]=5)[C:39]5[CH:44]=[CH:43][CH:42]=[CH:41][CH:40]=5)[CH2:59][CH2:60]4)[CH2:67][S:68][C:69]4[CH:74]=[CH:73][CH:72]=[CH:71][CH:70]=4)=[C:77]([S:86]([C:89]([F:90])([F:92])[F:91])(=[O:87])=[O:88])[CH:78]=3)(=[O:83])=[O:84])=[O:21])=[CH:18][CH:17]=2)[CH2:12][CH2:11]1)([C:4]([CH3:7])([CH3:6])[CH3:5])([CH3:3])[CH3:2]. The yield is 1.00.